From a dataset of Full USPTO retrosynthesis dataset with 1.9M reactions from patents (1976-2016). Predict the reactants needed to synthesize the given product. (1) Given the product [Cl:23][C:24]1[CH:29]=[CH:28][C:27]([C:2]2[CH:3]=[CH:4][C:5]([CH2:21][CH3:22])=[C:6]([CH:8]3[C:14](=[O:15])[CH:13]4[CH2:16][CH2:19][CH:10]([CH2:11][CH2:12]4)[C:9]3=[O:20])[CH:7]=2)=[CH:26][CH:25]=1, predict the reactants needed to synthesize it. The reactants are: Br[C:2]1[CH:3]=[CH:4][C:5]([CH2:21][CH3:22])=[C:6]([CH:8]2[C:14](=[O:15])[CH:13]3[C:16](C)(C)[C:10]([CH3:19])([CH2:11][CH2:12]3)[C:9]2=[O:20])[CH:7]=1.[Cl:23][C:24]1[CH:29]=[CH:28][C:27](B(O)O)=[CH:26][CH:25]=1.[F-].[Cs+]. (2) Given the product [F:1][C:2]1[CH:10]=[CH:9][C:5]([C:6]([NH2:12])=[O:7])=[CH:4][C:3]=1[CH3:11], predict the reactants needed to synthesize it. The reactants are: [F:1][C:2]1[CH:10]=[CH:9][C:5]([C:6](Cl)=[O:7])=[CH:4][C:3]=1[CH3:11].[NH3:12]. (3) Given the product [Cl:11][C:12]1[CH:13]=[CH:14][C:15]([N:18]([CH2:19][C:20](=[O:21])[C:22]2[CH:23]=[CH:24][CH:25]=[CH:26][CH:27]=2)[C:8](=[O:9])[CH2:7][C:1]2[CH:6]=[CH:5][CH:4]=[CH:3][CH:2]=2)=[CH:16][CH:17]=1, predict the reactants needed to synthesize it. The reactants are: [C:1]1([CH2:7][C:8](Cl)=[O:9])[CH:6]=[CH:5][CH:4]=[CH:3][CH:2]=1.[Cl:11][C:12]1[CH:17]=[CH:16][C:15]([NH:18][CH2:19][C:20]([C:22]2[CH:27]=[CH:26][CH:25]=[CH:24][CH:23]=2)=[O:21])=[CH:14][CH:13]=1. (4) The reactants are: [CH2:1]([O:8][C:9](=[O:23])[C@@H:10]([NH:15][C:16]([O:18][C:19]([CH3:22])([CH3:21])[CH3:20])=[O:17])[CH2:11][CH2:12][CH2:13][OH:14])[C:2]1[CH:7]=[CH:6][CH:5]=[CH:4][CH:3]=1.[CH3:24][C:25]([Si:28](Cl)([C:35]1[CH:40]=[CH:39][CH:38]=[CH:37][CH:36]=1)[C:29]1[CH:34]=[CH:33][CH:32]=[CH:31][CH:30]=1)([CH3:27])[CH3:26].C(N(CC)CC)C. Given the product [CH2:1]([O:8][C:9](=[O:23])[C@@H:10]([NH:15][C:16]([O:18][C:19]([CH3:20])([CH3:22])[CH3:21])=[O:17])[CH2:11][CH2:12][CH2:13][O:14][Si:28]([C:25]([CH3:27])([CH3:26])[CH3:24])([C:35]1[CH:36]=[CH:37][CH:38]=[CH:39][CH:40]=1)[C:29]1[CH:34]=[CH:33][CH:32]=[CH:31][CH:30]=1)[C:2]1[CH:7]=[CH:6][CH:5]=[CH:4][CH:3]=1, predict the reactants needed to synthesize it.